Predict which catalyst facilitates the given reaction. From a dataset of Catalyst prediction with 721,799 reactions and 888 catalyst types from USPTO. (1) Reactant: Br.[NH2:2][C@H:3]1[CH2:12][C:11]2[CH:10]=[C:9]([OH:13])[CH:8]=[CH:7][C:6]=2[CH2:5][CH2:4]1.Cl[C:15]1[CH:24]=[CH:23][N:22]=[C:21]2[C:16]=1[CH2:17][CH2:18][C:19](=[O:25])[NH:20]2.C(=O)([O-])[O-].[Cs+].[Cs+]. Product: [NH2:2][C@H:3]1[CH2:12][C:11]2[CH:10]=[C:9]([O:13][C:15]3[CH:24]=[CH:23][N:22]=[C:21]4[C:16]=3[CH2:17][CH2:18][C:19](=[O:25])[NH:20]4)[CH:8]=[CH:7][C:6]=2[CH2:5][CH2:4]1. The catalyst class is: 3. (2) Reactant: [C:1]([NH:5][S:6]([C:9]1[S:10][CH:11]=[C:12]([C:14]([OH:16])=O)[N:13]=1)(=[O:8])=[O:7])([CH3:4])([CH3:3])[CH3:2].CN(C(ON1N=NC2C=CC=NC1=2)=[N+](C)C)C.F[P-](F)(F)(F)(F)F.CCN(C(C)C)C(C)C.[NH2:50][C:51]1[CH:56]=[CH:55][CH:54]=[C:53]([C:57]2[CH:62]=[CH:61][CH:60]=[CH:59][CH:58]=2)[C:52]=1[C:63]([NH2:65])=[O:64]. Product: [C:1]([NH:5][S:6]([C:9]1[S:10][CH:11]=[C:12]([C:14]([NH:50][C:51]2[C:52]([C:63](=[O:64])[NH2:65])=[C:53]([C:57]3[CH:62]=[CH:61][CH:60]=[CH:59][CH:58]=3)[CH:54]=[CH:55][CH:56]=2)=[O:16])[N:13]=1)(=[O:7])=[O:8])([CH3:2])([CH3:3])[CH3:4]. The catalyst class is: 2. (3) Reactant: [CH3:1][N:2]([CH2:4][C:5]1[CH:39]=[CH:38][C:8]([O:9][CH2:10][C:11]([N:13]2[CH2:18][CH2:17][N:16]([C:19]3[CH:24]=[CH:23][C:22]([N:25]4[CH2:29][C@H:28]([CH2:30][NH:31][C:32](=S)[CH2:33]C)[O:27][C:26]4=[O:36])=[CH:21][C:20]=3[F:37])[CH2:15][CH2:14]2)=[O:12])=[CH:7][CH:6]=1)[CH3:3].C(Cl)(=[O:42])C. Product: [CH3:1][N:2]([CH2:4][C:5]1[CH:6]=[CH:7][C:8]([O:9][CH2:10][C:11]([N:13]2[CH2:14][CH2:15][N:16]([C:19]3[CH:24]=[CH:23][C:22]([N:25]4[CH2:29][C@H:28]([CH2:30][NH:31][C:32](=[O:42])[CH3:33])[O:27][C:26]4=[O:36])=[CH:21][C:20]=3[F:37])[CH2:17][CH2:18]2)=[O:12])=[CH:38][CH:39]=1)[CH3:3]. The catalyst class is: 66. (4) Reactant: Cl[C:2]1[CH:7]=[C:6]([CH2:8][N:9]2[C:13]([CH3:15])([CH3:14])[C:12](=[O:16])[N:11]([C:17]3[CH:22]=[CH:21][C:20]([S:23][C:24]([F:27])([F:26])[F:25])=[CH:19][CH:18]=3)[C:10]2=[O:28])[CH:5]=[CH:4][N:3]=1.[C:29](=[O:34])([O:31][CH2:32][CH3:33])[NH2:30].C(=O)([O-])[O-].[Cs+].[Cs+].CC1(C)C2C=CC=C(P(C3C=CC=CC=3)C3C=CC=CC=3)C=2OC2C1=CC=CC=2P(C1C=CC=CC=1)C1C=CC=CC=1. Product: [CH3:14][C:13]1([CH3:15])[N:9]([CH2:8][C:6]2[CH:5]=[CH:4][N:3]=[C:2]([NH:30][C:29](=[O:34])[O:31][CH2:32][CH3:33])[CH:7]=2)[C:10](=[O:28])[N:11]([C:17]2[CH:22]=[CH:21][C:20]([S:23][C:24]([F:27])([F:26])[F:25])=[CH:19][CH:18]=2)[C:12]1=[O:16]. The catalyst class is: 160. (5) Reactant: F[C:2]1[CH:7]=[CH:6][CH:5]=[CH:4][C:3]=1[N+:8]([O-:10])=[O:9].[NH:11]1[CH2:15][CH2:14][CH2:13][CH2:12]1.C(=O)([O-])[O-].[K+].[K+]. Product: [N+:8]([C:3]1[CH:4]=[CH:5][CH:6]=[CH:7][C:2]=1[N:11]1[CH2:15][CH2:14][CH2:13][CH2:12]1)([O-:10])=[O:9]. The catalyst class is: 744. (6) Reactant: C[O:2][C:3]1[CH:4]=[C:5]2[C:9](=[C:10]([CH3:12])[CH:11]=1)[NH:8][CH:7]=[C:6]2[CH:13]1[CH2:18][CH2:17][N:16]([CH3:19])[CH2:15][CH2:14]1.Cl.N1C=CC=CC=1. Product: [CH3:12][C:10]1[CH:11]=[C:3]([OH:2])[CH:4]=[C:5]2[C:9]=1[NH:8][CH:7]=[C:6]2[CH:13]1[CH2:18][CH2:17][N:16]([CH3:19])[CH2:15][CH2:14]1. The catalyst class is: 6. (7) Reactant: [F:1][C:2]1[CH:7]=[C:6]([N+:8]([O-:10])=[O:9])[CH:5]=[C:4]([F:11])[C:3]=1[OH:12].C(N(C(C)C)CC)(C)C.[CH3:22][O:23][CH2:24]Cl. Product: [F:1][C:2]1[CH:7]=[C:6]([N+:8]([O-:10])=[O:9])[CH:5]=[C:4]([F:11])[C:3]=1[O:12][CH2:22][O:23][CH3:24]. The catalyst class is: 4. (8) Reactant: Cl.[N:2]1([C:8]([CH:10]2[CH2:15][CH2:14][N:13]([C:16]3[CH:17]=[CH:18][C:19](=[O:22])[NH:20][N:21]=3)[CH2:12][CH2:11]2)=[O:9])[CH2:7][CH2:6][NH:5][CH2:4][CH2:3]1.[Cl:23][C:24]1[S:28][C:27](/[CH:29]=[C:30](/[S:32](Cl)(=[O:34])=[O:33])\[CH3:31])=[CH:26][CH:25]=1. Product: [Cl:23][C:24]1[S:28][C:27](/[CH:29]=[C:30](/[S:32]([N:5]2[CH2:6][CH2:7][N:2]([C:8]([CH:10]3[CH2:15][CH2:14][N:13]([C:16]4[CH:17]=[CH:18][C:19](=[O:22])[NH:20][N:21]=4)[CH2:12][CH2:11]3)=[O:9])[CH2:3][CH2:4]2)(=[O:34])=[O:33])\[CH3:31])=[CH:26][CH:25]=1. The catalyst class is: 9. (9) Reactant: C(OC([N:8]1[CH2:13][C@@H:12]([CH3:14])[N:11]([C:15](=[O:17])[CH3:16])[C@@H:10]([CH3:18])[CH2:9]1)=O)(C)(C)C.[ClH:19].CCOCC. Product: [ClH:19].[CH3:14][C@@H:12]1[CH2:13][NH:8][CH2:9][C@H:10]([CH3:18])[N:11]1[C:15](=[O:17])[CH3:16]. The catalyst class is: 2.